Dataset: Forward reaction prediction with 1.9M reactions from USPTO patents (1976-2016). Task: Predict the product of the given reaction. (1) The product is: [CH2:1]([O:8][N:9]1[C:14]2[N:15]=[CH:16][N:17]=[CH:18][C:13]=2[C:12]([NH:33][CH:34]2[CH2:42][C:41]3[C:36](=[CH:37][CH:38]=[CH:39][CH:40]=3)[CH2:35]2)=[C:11]([C:27]([O:29][CH2:30][CH3:31])=[O:28])[C:10]1=[O:32])[C:2]1[CH:7]=[CH:6][CH:5]=[CH:4][CH:3]=1. Given the reactants [CH2:1]([O:8][N:9]1[C:14]2[N:15]=[CH:16][N:17]=[CH:18][C:13]=2[C:12](OS(C(F)(F)F)(=O)=O)=[C:11]([C:27]([O:29][CH2:30][CH3:31])=[O:28])[C:10]1=[O:32])[C:2]1[CH:7]=[CH:6][CH:5]=[CH:4][CH:3]=1.[NH2:33][CH:34]1[CH2:42][C:41]2[C:36](=[CH:37][CH:38]=[CH:39][CH:40]=2)[CH2:35]1, predict the reaction product. (2) Given the reactants [CH3:1][O:2][CH2:3][C@H:4]([CH3:31])[O:5][C:6]1[CH:7]=[C:8]([C:23]2[NH:27][C:26]([C:28]([OH:30])=O)=[CH:25][CH:24]=2)[CH:9]=[C:10]([O:12][C:13]2[CH:18]=[CH:17][C:16]([S:19]([CH3:22])(=[O:21])=[O:20])=[CH:15][CH:14]=2)[CH:11]=1.[NH2:32][CH2:33][C@H:34]([OH:39])[C:35]([F:38])([F:37])[F:36].CCN=C=NCCCN(C)C.Cl, predict the reaction product. The product is: [CH3:1][O:2][CH2:3][C@H:4]([CH3:31])[O:5][C:6]1[CH:7]=[C:8]([C:23]2[NH:27][C:26]([C:28]([NH:32][CH2:33][C@H:34]([OH:39])[C:35]([F:38])([F:37])[F:36])=[O:30])=[CH:25][CH:24]=2)[CH:9]=[C:10]([O:12][C:13]2[CH:14]=[CH:15][C:16]([S:19]([CH3:22])(=[O:21])=[O:20])=[CH:17][CH:18]=2)[CH:11]=1.